Dataset: Forward reaction prediction with 1.9M reactions from USPTO patents (1976-2016). Task: Predict the product of the given reaction. (1) Given the reactants [CH2:1]([O:8][C:9]1[CH:10]=[C:11]([CH:15]=[C:16]([Cl:19])[C:17]=1[CH3:18])[C:12](O)=[O:13])[C:2]1[CH:7]=[CH:6][CH:5]=[CH:4][CH:3]=1.S(Cl)([Cl:22])=O, predict the reaction product. The product is: [CH2:1]([O:8][C:9]1[CH:10]=[C:11]([CH:15]=[C:16]([Cl:19])[C:17]=1[CH3:18])[C:12]([Cl:22])=[O:13])[C:2]1[CH:7]=[CH:6][CH:5]=[CH:4][CH:3]=1. (2) Given the reactants [C:1]([N:9]1[C:17]2[C:12](=[CH:13][C:14]([N+:18]([O-])=O)=[CH:15][CH:16]=2)[CH:11]=[CH:10]1)(=[O:8])[C:2]1[CH:7]=[CH:6][CH:5]=[CH:4][CH:3]=1, predict the reaction product. The product is: [C:1]([N:9]1[C:17]2[C:12](=[CH:13][C:14]([NH2:18])=[CH:15][CH:16]=2)[CH:11]=[CH:10]1)(=[O:8])[C:2]1[CH:3]=[CH:4][CH:5]=[CH:6][CH:7]=1. (3) The product is: [O:11]1[CH2:16][CH2:15][CH2:14][CH2:13][CH:12]1[N:17]1[C:21]2[CH:22]=[CH:23][C:24]([CH:26]=[O:27])=[CH:25][C:20]=2[N:19]=[CH:18]1. Given the reactants C(Cl)(=O)C(Cl)=O.CS(C)=O.[O:11]1[CH2:16][CH2:15][CH2:14][CH2:13][CH:12]1[N:17]1[C:21]2[CH:22]=[CH:23][C:24]([CH2:26][OH:27])=[CH:25][C:20]=2[N:19]=[CH:18]1.CCN(C(C)C)C(C)C, predict the reaction product. (4) Given the reactants [Br:1][C:2]1[CH:3]=[C:4]([CH:8]=[C:9]([Br:30])[C:10]=1[O:11][C:12]1[CH:13]=[C:14]2[C:18](=[CH:19][CH:20]=1)[NH:17][C:16]([C:21]1[CH:26]=[CH:25][C:24]([Cl:27])=[CH:23][CH:22]=1)=[C:15]2[CH2:28][CH3:29])[C:5](O)=[O:6].C[O:32][C:33](=[O:36])[CH2:34][NH2:35].Cl.CN(C)CCCN=C=N.O.ON1C2C=CC=CC=2N=N1.C(N(CC)CC)C, predict the reaction product. The product is: [Br:1][C:2]1[CH:3]=[C:4]([CH:8]=[C:9]([Br:30])[C:10]=1[O:11][C:12]1[CH:13]=[C:14]2[C:18](=[CH:19][CH:20]=1)[NH:17][C:16]([C:21]1[CH:26]=[CH:25][C:24]([Cl:27])=[CH:23][CH:22]=1)=[C:15]2[CH2:28][CH3:29])[C:5]([NH:35][CH2:34][C:33]([OH:32])=[O:36])=[O:6]. (5) Given the reactants [CH2:1]([C:5]1[S:9][C:8]([C:10](=O)[C:11]([C:13]2[CH:18]=[CH:17][CH:16]=[CH:15]C=2)=O)=[CH:7][CH:6]=1)[CH2:2][CH2:3][CH3:4].[CH2:20]([OH:22])C.Cl.[CH3:24][NH:25][C:26]([NH2:28])=[NH:27].C([O-])([O-])=O.[K+].[K+], predict the reaction product. The product is: [NH2:28][C:26]1[N:25]([CH3:24])[C:20](=[O:22])[C:10]([C:8]2[S:9][C:5]([CH2:1][CH2:2][CH2:3][CH3:4])=[CH:6][CH:7]=2)([C:11]2[CH:13]=[CH:18][CH:17]=[CH:16][CH:15]=2)[N:27]=1.